Dataset: NCI-60 drug combinations with 297,098 pairs across 59 cell lines. Task: Regression. Given two drug SMILES strings and cell line genomic features, predict the synergy score measuring deviation from expected non-interaction effect. (1) Drug 1: CC12CCC(CC1=CCC3C2CCC4(C3CC=C4C5=CN=CC=C5)C)O. Drug 2: C(=O)(N)NO. Cell line: HT29. Synergy scores: CSS=12.9, Synergy_ZIP=-1.33, Synergy_Bliss=0.610, Synergy_Loewe=-3.25, Synergy_HSA=0.415. (2) Drug 1: CCC1(CC2CC(C3=C(CCN(C2)C1)C4=CC=CC=C4N3)(C5=C(C=C6C(=C5)C78CCN9C7C(C=CC9)(C(C(C8N6C)(C(=O)OC)O)OC(=O)C)CC)OC)C(=O)OC)O.OS(=O)(=O)O. Drug 2: C1=NNC2=C1C(=O)NC=N2. Cell line: UACC62. Synergy scores: CSS=9.91, Synergy_ZIP=-4.64, Synergy_Bliss=-3.09, Synergy_Loewe=-2.34, Synergy_HSA=-3.04. (3) Drug 1: CCC1=CC2CC(C3=C(CN(C2)C1)C4=CC=CC=C4N3)(C5=C(C=C6C(=C5)C78CCN9C7C(C=CC9)(C(C(C8N6C)(C(=O)OC)O)OC(=O)C)CC)OC)C(=O)OC.C(C(C(=O)O)O)(C(=O)O)O. Drug 2: CC1=C2C(C(=O)C3(C(CC4C(C3C(C(C2(C)C)(CC1OC(=O)C(C(C5=CC=CC=C5)NC(=O)OC(C)(C)C)O)O)OC(=O)C6=CC=CC=C6)(CO4)OC(=O)C)O)C)O. Cell line: UACC62. Synergy scores: CSS=55.7, Synergy_ZIP=1.80, Synergy_Bliss=2.17, Synergy_Loewe=0.805, Synergy_HSA=6.36. (4) Drug 1: C1CN1P(=S)(N2CC2)N3CC3. Drug 2: C1=NNC2=C1C(=O)NC=N2. Cell line: TK-10. Synergy scores: CSS=5.87, Synergy_ZIP=-2.72, Synergy_Bliss=-3.50, Synergy_Loewe=-0.374, Synergy_HSA=-2.34. (5) Drug 1: CCN(CC)CCNC(=O)C1=C(NC(=C1C)C=C2C3=C(C=CC(=C3)F)NC2=O)C. Drug 2: CC(C)NC(=O)C1=CC=C(C=C1)CNNC.Cl. Cell line: SF-539. Synergy scores: CSS=15.4, Synergy_ZIP=-9.14, Synergy_Bliss=-9.10, Synergy_Loewe=-3.88, Synergy_HSA=-3.69. (6) Drug 1: CCC1(CC2CC(C3=C(CCN(C2)C1)C4=CC=CC=C4N3)(C5=C(C=C6C(=C5)C78CCN9C7C(C=CC9)(C(C(C8N6C=O)(C(=O)OC)O)OC(=O)C)CC)OC)C(=O)OC)O.OS(=O)(=O)O. Drug 2: C1CC(C1)(C(=O)O)C(=O)O.[NH2-].[NH2-].[Pt+2]. Cell line: HCT-15. Synergy scores: CSS=4.92, Synergy_ZIP=-5.18, Synergy_Bliss=-9.94, Synergy_Loewe=3.49, Synergy_HSA=-6.91. (7) Drug 1: C1=CC(=CC=C1CCC2=CNC3=C2C(=O)NC(=N3)N)C(=O)NC(CCC(=O)O)C(=O)O. Drug 2: CC1CCCC2(C(O2)CC(NC(=O)CC(C(C(=O)C(C1O)C)(C)C)O)C(=CC3=CSC(=N3)C)C)C. Cell line: SK-MEL-5. Synergy scores: CSS=5.28, Synergy_ZIP=-2.76, Synergy_Bliss=-4.69, Synergy_Loewe=-7.80, Synergy_HSA=-6.35. (8) Drug 1: CN1CCC(CC1)COC2=C(C=C3C(=C2)N=CN=C3NC4=C(C=C(C=C4)Br)F)OC. Drug 2: C1=CC(=C2C(=C1NCCNCCO)C(=O)C3=C(C=CC(=C3C2=O)O)O)NCCNCCO. Cell line: HL-60(TB). Synergy scores: CSS=83.9, Synergy_ZIP=10.4, Synergy_Bliss=9.28, Synergy_Loewe=-23.2, Synergy_HSA=6.37. (9) Drug 1: COC1=NC(=NC2=C1N=CN2C3C(C(C(O3)CO)O)O)N. Drug 2: N.N.Cl[Pt+2]Cl. Cell line: CCRF-CEM. Synergy scores: CSS=86.2, Synergy_ZIP=1.50, Synergy_Bliss=1.77, Synergy_Loewe=2.33, Synergy_HSA=6.52.